From a dataset of Full USPTO retrosynthesis dataset with 1.9M reactions from patents (1976-2016). Predict the reactants needed to synthesize the given product. (1) Given the product [Br:1][C:2]1[CH:3]=[C:4]([N:8]2[C:16]3[CH:15]=[CH:14][C:13](=[O:17])[NH:12][C:11]=3[C:10]([C:18]([NH2:19])=[O:22])=[N:9]2)[CH:5]=[CH:6][CH:7]=1, predict the reactants needed to synthesize it. The reactants are: [Br:1][C:2]1[CH:3]=[C:4]([N:8]2[C:16]3[CH:15]=[CH:14][C:13](=[O:17])[NH:12][C:11]=3[C:10]([C:18]#[N:19])=[N:9]2)[CH:5]=[CH:6][CH:7]=1.C([OH:22])C. (2) The reactants are: O.Cl.[NH:3]1[CH2:8][CH2:7][C:6](=[O:9])[CH2:5][CH2:4]1.CC[NH+](CC)CC.CC[NH+](CC)CC.C([O-])([O-])=O.[S:28]1[CH:32]=[CH:31][CH:30]=[C:29]1[C:33](O)=[O:34].Cl.CN(C)CCCN=C=NCC. Given the product [S:28]1[CH:32]=[CH:31][CH:30]=[C:29]1[C:33]([N:3]1[CH2:8][CH2:7][C:6](=[O:9])[CH2:5][CH2:4]1)=[O:34], predict the reactants needed to synthesize it. (3) Given the product [CH3:1][O:2][C:3](=[O:17])[NH:4][C:5]1[CH:10]=[C:9]([C:11]([F:14])([F:13])[F:12])[C:8]([F:15])=[CH:7][C:6]=1[C:26]#[C:25][CH:24]([O:23][Si:22]([C:18]([CH3:19])([CH3:21])[CH3:20])([CH3:29])[CH3:28])[CH3:27], predict the reactants needed to synthesize it. The reactants are: [CH3:1][O:2][C:3](=[O:17])[NH:4][C:5]1[CH:10]=[C:9]([C:11]([F:14])([F:13])[F:12])[C:8]([F:15])=[CH:7][C:6]=1I.[C:18]([Si:22]([CH3:29])([CH3:28])[O:23][CH:24]([CH3:27])[C:25]#[CH:26])([CH3:21])([CH3:20])[CH3:19].O=O.Cl. (4) Given the product [Cl:1][CH2:2][S:3]([C:5]1[C:14](=[O:15])[C:13]2[C:8](=[CH:9][C:10]([F:16])=[CH:11][CH:12]=2)[N:7]([CH3:17])[CH:6]=1)(=[O:23])=[O:4], predict the reactants needed to synthesize it. The reactants are: [Cl:1][CH2:2][S:3]([C:5]1[C:14](=[O:15])[C:13]2[C:8](=[CH:9][C:10]([F:16])=[CH:11][CH:12]=2)[N:7]([CH3:17])[CH:6]=1)=[O:4].ClC1C=C(C=CC=1)C(OO)=[O:23]. (5) Given the product [Cl:1][C:2]1[CH:3]=[C:4]([CH:21]=[CH:22][C:23]=1[NH:24][C:25]([NH:27][CH:28]1[CH2:29][CH2:30]1)=[O:26])[O:5][C:6]1[C:15]2[C:10](=[CH:11][C:12]([O:19][CH3:20])=[C:13]([C:16]([NH:31][CH2:32][CH:33]3[CH2:38][CH2:37][N:36]([C:39]([O:41][C:42]([CH3:45])([CH3:44])[CH3:43])=[O:40])[CH2:35][CH2:34]3)=[O:18])[CH:14]=2)[N:9]=[CH:8][CH:7]=1, predict the reactants needed to synthesize it. The reactants are: [Cl:1][C:2]1[CH:3]=[C:4]([CH:21]=[CH:22][C:23]=1[NH:24][C:25]([NH:27][CH:28]1[CH2:30][CH2:29]1)=[O:26])[O:5][C:6]1[C:15]2[C:10](=[CH:11][C:12]([O:19][CH3:20])=[C:13]([C:16]([OH:18])=O)[CH:14]=2)[N:9]=[CH:8][CH:7]=1.[NH2:31][CH2:32][CH:33]1[CH2:38][CH2:37][N:36]([C:39]([O:41][C:42]([CH3:45])([CH3:44])[CH3:43])=[O:40])[CH2:35][CH2:34]1.C(N(CC)CC)C.F[P-](F)(F)(F)(F)F.CN([PH+](N(C)C)N(C)C)C. (6) Given the product [CH3:27][C:23]([N:22]1[C:2](=[O:8])[C:3](=[O:5])[N:19]([C:12]2[CH:13]=[CH:14][C:15]([C:17]#[N:18])=[CH:16][C:11]=2[CH2:9][CH3:10])[C:20]1=[S:21])([CH3:26])[CH2:24][CH3:25], predict the reactants needed to synthesize it. The reactants are: Cl[C:2](=[O:8])[C:3]([O:5]CC)=O.[CH2:9]([C:11]1[CH:16]=[C:15]([C:17]#[N:18])[CH:14]=[CH:13][C:12]=1[NH:19][C:20]([NH:22][C:23]([CH3:27])([CH3:26])[CH2:24][CH3:25])=[S:21])[CH3:10].